Dataset: Full USPTO retrosynthesis dataset with 1.9M reactions from patents (1976-2016). Task: Predict the reactants needed to synthesize the given product. (1) The reactants are: [CH3:1][N:2]1[C:10]2[C:9]([O:11][C:12]3[CH:18]=[CH:17][C:15]([NH2:16])=[CH:14][CH:13]=3)=[N:8][CH:7]=[N:6][C:5]=2[CH:4]=[CH:3]1.[Cl:19][C:20]1[CH:26]=[CH:25][C:23]([NH2:24])=[CH:22][CH:21]=1.CN(C)[CH:29]=[O:30]. Given the product [Cl:19][C:20]1[CH:26]=[CH:25][C:23]([NH:24][C:29]([NH:16][C:15]2[CH:17]=[CH:18][C:12]([O:11][C:9]3[C:10]4[N:2]([CH3:1])[CH:3]=[CH:4][C:5]=4[N:6]=[CH:7][N:8]=3)=[CH:13][CH:14]=2)=[O:30])=[CH:22][CH:21]=1, predict the reactants needed to synthesize it. (2) Given the product [N:23]1[CH:24]=[CH:25][CH:26]=[N:27][C:22]=1[NH:10][S:7]([N:1]1[CH2:6][CH2:5][CH2:4][CH2:3][CH2:2]1)(=[O:9])=[O:8], predict the reactants needed to synthesize it. The reactants are: [N:1]1([S:7]([NH2:10])(=[O:9])=[O:8])[CH2:6][CH2:5][CH2:4][CH2:3][CH2:2]1.C([O-])=O.[NH4+].C(=O)([O-])[O-].[K+].[K+].Cl[C:22]1[N:27]=[CH:26][C:25](CC)=[CH:24][N:23]=1. (3) Given the product [NH2:8][C@@H:12](/[CH:11]=[C:47](/[C:30]1[CH:31]=[CH:32][CH:33]=[CH:34][CH:35]=1)\[CH2:42][CH3:43])[CH2:13][OH:14], predict the reactants needed to synthesize it. The reactants are: C(OC([N:8]1[C@@H:12]([CH:13]=[O:14])[CH2:11]OC1(C)C)=O)(C)(C)C.[C:30]1(P([C:30]2[CH:35]=[CH:34][CH:33]=[CH:32][CH:31]=2)[C:30]2[CH:35]=[CH:34][CH:33]=[CH:32][CH:31]=2)[CH:35]=[CH:34][CH:33]=[CH:32][CH:31]=1.C(Br)(Br)(Br)Br.Cl[C:42]1[CH:43]=C(B(O)O)C=C[C:47]=1Cl.C[Zn]C.Cl. (4) Given the product [C:38]([O:42][C:43]([N:16]1[CH2:17][CH2:18][C:12]2[C:11]([S:21][CH:22]([C:24]3[CH:29]=[CH:28][CH:27]=[CH:26][C:25]=3[C:30]#[N:31])[CH3:23])=[C:10]([Cl:9])[CH:20]=[CH:19][C:13]=2[CH2:14][CH2:15]1)=[O:44])([CH3:41])([CH3:40])[CH3:39], predict the reactants needed to synthesize it. The reactants are: C(O)(=O)CCC(O)=O.[Cl:9][C:10]1[CH:20]=[CH:19][C:13]2[CH2:14][CH2:15][NH:16][CH2:17][CH2:18][C:12]=2[C:11]=1[S:21][CH:22]([C:24]1[CH:29]=[CH:28][CH:27]=[CH:26][C:25]=1[C:30]#[N:31])[CH3:23].N1C=CC=CC=1.[C:38]([O:42][C:43](O[C:43]([O:42][C:38]([CH3:41])([CH3:40])[CH3:39])=[O:44])=[O:44])([CH3:41])([CH3:40])[CH3:39]. (5) Given the product [CH:4]1([NH:7][CH2:8][C:9]2[CH:14]=[C:13]([O:15][CH2:16][CH2:17][CH2:18][O:19][CH3:20])[CH:12]=[C:11]([O:21][CH3:22])[CH:10]=2)[CH2:5][CH2:6]1, predict the reactants needed to synthesize it. The reactants are: CC#N.[CH:4]1([NH:7][C:8](=O)[C:9]2[CH:14]=[C:13]([O:15][CH2:16][CH2:17][CH2:18][O:19][CH3:20])[CH:12]=[C:11]([O:21][CH3:22])[CH:10]=2)[CH2:6][CH2:5]1. (6) The reactants are: [CH:1]1[C:10]2[C:5](=[CH:6][CH:7]=[CH:8][CH:9]=2)[CH:4]=[CH:3][C:2]=1[C:11]1[C:12]2[C:17]([CH:18]=[C:19]3[C:24]=1[CH:23]=[CH:22][CH:21]=[CH:20]3)=[CH:16][CH:15]=[CH:14][CH:13]=2.[Br:25]Br.S([O-])([O-])(=O)=S.[Na+].[Na+]. Given the product [Br:25][C:18]1[C:19]2[C:24]([C:11]([C:2]3[CH:3]=[CH:4][C:5]4[C:10](=[CH:9][CH:8]=[CH:7][CH:6]=4)[CH:1]=3)=[C:12]3[C:17]=1[CH:16]=[CH:15][CH:14]=[CH:13]3)=[CH:23][CH:22]=[CH:21][CH:20]=2, predict the reactants needed to synthesize it.